Dataset: Forward reaction prediction with 1.9M reactions from USPTO patents (1976-2016). Task: Predict the product of the given reaction. (1) Given the reactants [F:1][C:2]1[CH:30]=[C:29]([N+:31]([O-])=O)[CH:28]=[CH:27][C:3]=1[O:4][C:5]1[CH:10]=[CH:9][N:8]=[C:7]2[CH:11]=[C:12]([C:14]3[CH2:19][CH2:18][N:17]([C:20]([O:22][C:23]([CH3:26])([CH3:25])[CH3:24])=[O:21])[CH2:16][CH:15]=3)[S:13][C:6]=12.[Cl-].[NH4+], predict the reaction product. The product is: [NH2:31][C:29]1[CH:28]=[CH:27][C:3]([O:4][C:5]2[CH:10]=[CH:9][N:8]=[C:7]3[CH:11]=[C:12]([C:14]4[CH2:19][CH2:18][N:17]([C:20]([O:22][C:23]([CH3:25])([CH3:26])[CH3:24])=[O:21])[CH2:16][CH:15]=4)[S:13][C:6]=23)=[C:2]([F:1])[CH:30]=1. (2) Given the reactants P(Cl)(Cl)[Cl:2].C(NC(C)C)(C)C.[CH:12]([N:15]([PH:19][N:20]([CH:24]([CH3:26])[CH3:25])[CH:21]([CH3:23])[CH3:22])[CH:16]([CH3:18])[CH3:17])([CH3:14])[CH3:13].C(O)C, predict the reaction product. The product is: [CH:24]([N:20]([P:19]([N:15]([CH:12]([CH3:14])[CH3:13])[CH:16]([CH3:17])[CH3:18])[Cl:2])[CH:21]([CH3:23])[CH3:22])([CH3:26])[CH3:25]. (3) The product is: [NH2:1][C:2]1[C:3]([O:15][CH3:16])=[C:4]([CH:9]([OH:14])[C:10]([F:13])([F:12])[F:11])[CH:5]=[C:6]([N:17]2[CH2:22][CH2:21][O:20][CH2:19][CH2:18]2)[CH:7]=1. Given the reactants [NH2:1][C:2]1[C:3]([O:15][CH3:16])=[C:4]([CH:9]([OH:14])[C:10]([F:13])([F:12])[F:11])[CH:5]=[C:6](Br)[CH:7]=1.[NH:17]1[CH2:22][CH2:21][O:20][CH2:19][CH2:18]1.N1CCC[C@H]1C(O)=O.C(=O)([O-])[O-].[K+].[K+].[Cl-].[NH4+], predict the reaction product. (4) Given the reactants [C:1]([N:8]1[CH2:16][C@H:15]([OH:17])[C@@H:14]([CH3:18])[C@H:9]1[C:10]([O:12]C)=[O:11])([O:3][C:4]([CH3:7])([CH3:6])[CH3:5])=[O:2].[OH-].[Li+], predict the reaction product. The product is: [C:1]([N:8]1[CH2:16][C@H:15]([OH:17])[C@@H:14]([CH3:18])[C@H:9]1[C:10]([OH:12])=[O:11])([O:3][C:4]([CH3:7])([CH3:6])[CH3:5])=[O:2].